Task: Predict the product of the given reaction.. Dataset: Forward reaction prediction with 1.9M reactions from USPTO patents (1976-2016) (1) The product is: [F:1][C:2]1[CH:3]=[C:4]([N:8]2[C:11](=[O:15])[CH2:12][S:13][C:9]2=[S:10])[CH:5]=[CH:6][CH:7]=1. Given the reactants [F:1][C:2]1[CH:3]=[C:4]([N:8]=[C:9]=[S:10])[CH:5]=[CH:6][CH:7]=1.[C:11]([O:15]C)(=O)[CH2:12][SH:13].C(N(CC)CC)C, predict the reaction product. (2) Given the reactants [CH3:1][C:2]([CH3:16])([C:10]1[CH:15]=[CH:14][CH:13]=[CH:12][CH:11]=1)[C@@H:3]([C:7]([OH:9])=O)[NH:4][CH2:5][CH3:6].Cl.[CH3:18]/[C:19](=[CH:25]\[C@@H:26]([N:30]([CH3:39])[C:31](=[O:38])[C@H:32]([C:34]([CH3:37])([CH3:36])[CH3:35])[NH2:33])[CH:27]([CH3:29])[CH3:28])/[C:20]([O:22][CH2:23][CH3:24])=[O:21].OC1C2N=NNC=2C=CC=1.CN1CCOCC1, predict the reaction product. The product is: [CH2:5]([NH:4][C@H:3]([C:7]([NH:33][C@H:32]([C:31]([N:30]([C@@H:26]([CH:27]([CH3:28])[CH3:29])/[CH:25]=[C:19](\[CH3:18])/[C:20]([O:22][CH2:23][CH3:24])=[O:21])[CH3:39])=[O:38])[C:34]([CH3:36])([CH3:37])[CH3:35])=[O:9])[C:2]([CH3:1])([CH3:16])[C:10]1[CH:15]=[CH:14][CH:13]=[CH:12][CH:11]=1)[CH3:6]. (3) Given the reactants [F:1][C:2]1[CH:18]=[CH:17][C:5]([CH2:6][CH2:7][N:8]([C:10]2[CH:15]=[CH:14][C:13]([F:16])=[CH:12][CH:11]=2)N)=[CH:4][CH:3]=1.[N:19]12[CH2:27][CH2:26][CH:23]([CH2:24][CH2:25]1)[C:22](=O)[CH2:21][CH2:20]2, predict the reaction product. The product is: [F:16][C:13]1[CH:14]=[CH:15][C:10]2[N:8]([CH2:7][CH2:6][C:5]3[CH:17]=[CH:18][C:2]([F:1])=[CH:3][CH:4]=3)[C:22]3[CH:23]4[CH2:26][CH2:27][N:19]([CH2:20][C:21]=3[C:11]=2[CH:12]=1)[CH2:25][CH2:24]4. (4) Given the reactants [CH3:1][CH2:2][O:3][C:4]1[CH:5]=[CH:6][C:7]([C:13]2[S:17][CH:16]=[C:15]([C:18]3[CH:19]=[CH:20][CH:21]=[C:22]([C:24]([OH:26])=[O:25])[N:23]=3)[N:14]=2)=[CH:8][C:9]=1[O:10][CH2:11][CH3:12], predict the reaction product. The product is: [CH3:1][CH2:2][O:3][C:4]1[CH:5]=[CH:6][C:7]([C:13]2[S:17][CH:16]=[C:15]([C:18]3[CH:19]=[CH:20][CH:21]=[C:22]([C:24]([OH:26])=[O:25])[N:23]=3)[N:14]=2)=[CH:8][C:9]=1[O:10][CH2:11][CH3:12].[C:13](#[N:14])[CH3:7].